This data is from NCI-60 drug combinations with 297,098 pairs across 59 cell lines. The task is: Regression. Given two drug SMILES strings and cell line genomic features, predict the synergy score measuring deviation from expected non-interaction effect. (1) Drug 1: C1CCN(CC1)CCOC2=CC=C(C=C2)C(=O)C3=C(SC4=C3C=CC(=C4)O)C5=CC=C(C=C5)O. Drug 2: CC1CCCC2(C(O2)CC(NC(=O)CC(C(C(=O)C(C1O)C)(C)C)O)C(=CC3=CSC(=N3)C)C)C. Cell line: K-562. Synergy scores: CSS=8.55, Synergy_ZIP=-2.94, Synergy_Bliss=-1.98, Synergy_Loewe=0.961, Synergy_HSA=-0.151. (2) Drug 1: CC1C(C(CC(O1)OC2CC(CC3=C2C(=C4C(=C3O)C(=O)C5=C(C4=O)C(=CC=C5)OC)O)(C(=O)C)O)N)O.Cl. Drug 2: CCN(CC)CCCC(C)NC1=C2C=C(C=CC2=NC3=C1C=CC(=C3)Cl)OC. Synergy scores: CSS=30.7, Synergy_ZIP=-4.87, Synergy_Bliss=5.67, Synergy_Loewe=1.23, Synergy_HSA=5.48. Cell line: SN12C. (3) Drug 1: C1CN(CCN1C(=O)CCBr)C(=O)CCBr. Drug 2: C1CC(=O)NC(=O)C1N2C(=O)C3=CC=CC=C3C2=O. Cell line: NCI-H226. Synergy scores: CSS=1.83, Synergy_ZIP=0.828, Synergy_Bliss=0.709, Synergy_Loewe=-2.42, Synergy_HSA=-2.88. (4) Drug 1: CC1=C(C=C(C=C1)NC2=NC=CC(=N2)N(C)C3=CC4=NN(C(=C4C=C3)C)C)S(=O)(=O)N.Cl. Drug 2: CC12CCC3C(C1CCC2OP(=O)(O)O)CCC4=C3C=CC(=C4)OC(=O)N(CCCl)CCCl.[Na+]. Cell line: KM12. Synergy scores: CSS=-1.47, Synergy_ZIP=-4.15, Synergy_Bliss=-9.20, Synergy_Loewe=-9.24, Synergy_HSA=-8.67.